The task is: Binary Classification. Given a T-cell receptor sequence (or CDR3 region) and an epitope sequence, predict whether binding occurs between them.. This data is from TCR-epitope binding with 47,182 pairs between 192 epitopes and 23,139 TCRs. (1) The epitope is NLNESLIDL. The TCR CDR3 sequence is CASSFGPGGEAGELFF. Result: 0 (the TCR does not bind to the epitope). (2) Result: 1 (the TCR binds to the epitope). The epitope is MPASWVMRI. The TCR CDR3 sequence is CASAMGLAGSDTQYF. (3) The epitope is FLNGSCGSV. The TCR CDR3 sequence is CASSPTGNYEQYF. Result: 1 (the TCR binds to the epitope). (4) The TCR CDR3 sequence is CASSSSGGSWGYTF. Result: 0 (the TCR does not bind to the epitope). The epitope is RILGAGCFV. (5) The epitope is FTYASALWEI. The TCR CDR3 sequence is CASSLAQSGPQHF. Result: 0 (the TCR does not bind to the epitope).